From a dataset of Full USPTO retrosynthesis dataset with 1.9M reactions from patents (1976-2016). Predict the reactants needed to synthesize the given product. (1) Given the product [C:7]([O:6][C:5](=[O:11])[NH:4][CH2:3][CH2:2][NH:17][CH:14]([CH2:15][CH3:16])[CH2:13][CH3:12])([CH3:10])([CH3:9])[CH3:8], predict the reactants needed to synthesize it. The reactants are: Br[CH2:2][CH2:3][NH:4][C:5](=[O:11])[O:6][C:7]([CH3:10])([CH3:9])[CH3:8].[CH3:12][CH2:13][CH:14]([NH2:17])[CH2:15][CH3:16]. (2) Given the product [Cl:1][C:2]1[CH:10]=[C:9]2[C:5]([C:6]([C:11]([N:13]3[CH2:18][CH2:17][C:16]4([C:22]5[CH:23]=[CH:24][CH:25]=[CH:26][C:21]=5[CH2:20][O:19]4)[CH2:15][CH2:14]3)=[O:12])=[CH:7][N:8]2[CH2:28][C:29]([N:31]2[CH2:36][CH2:35][N:34]([CH3:37])[CH2:33][CH2:32]2)=[O:30])=[CH:4][CH:3]=1, predict the reactants needed to synthesize it. The reactants are: [Cl:1][C:2]1[CH:10]=[C:9]2[C:5]([C:6]([C:11]([N:13]3[CH2:18][CH2:17][C:16]4([C:22]5[CH:23]=[CH:24][CH:25]=[CH:26][C:21]=5[CH2:20][O:19]4)[CH2:15][CH2:14]3)=[O:12])=[CH:7][NH:8]2)=[CH:4][CH:3]=1.Cl[CH2:28][C:29]([N:31]1[CH2:36][CH2:35][N:34]([CH3:37])[CH2:33][CH2:32]1)=[O:30]. (3) Given the product [CH2:1]([N:8]([C@H:9]1[CH2:10][C@@H:11]([CH3:37])[C@@H:12]([C:14]2[N:18]3[C:19]4[CH:25]=[CH:24][NH:23][C:20]=4[N:21]=[CH:22][C:17]3=[N:16][CH:15]=2)[CH2:13]1)[CH2:38][C:47]1[CH:45]=[CH:61][CH:59]=[CH:66][CH:65]=1)[C:2]1[CH:7]=[CH:6][CH:5]=[CH:4][CH:3]=1, predict the reactants needed to synthesize it. The reactants are: [CH2:1]([N:8]([CH2:38]C1C=CC=CC=1)[C@@H:9]1[CH2:13][C@H:12]([C:14](=O)[CH2:15][NH:16][C:17]2[N:18]=[C:19]3[CH:25]=[CH:24][N:23](S(C4C=CC(C)=CC=4)(=O)=O)[C:20]3=[N:21][CH:22]=2)[C@H:11]([CH3:37])[CH2:10]1)[C:2]1[CH:7]=[CH:6][CH:5]=[CH:4][CH:3]=1.[C:45](O)([C:47](F)(F)F)=O.C(O[C:59]([C:61](F)(F)F)=O)(C(F)(F)F)=O.[C:65](#N)[CH3:66]. (4) The reactants are: [C:1]1(=[O:11])[O:6][C:4](=[O:5])[C:3]2=[CH:7][CH:8]=[CH:9][CH:10]=[C:2]12.[C:12]([O:16][CH2:17][CH2:18][OH:19])(=[O:15])[CH:13]=[CH2:14]. Given the product [C:12]([O:16][CH2:17][CH2:18][O:19][C:4](=[O:5])[C:3]1[C:2](=[CH:10][CH:9]=[CH:8][CH:7]=1)[C:1]([OH:6])=[O:11])(=[O:15])[CH:13]=[CH2:14], predict the reactants needed to synthesize it.